Dataset: Forward reaction prediction with 1.9M reactions from USPTO patents (1976-2016). Task: Predict the product of the given reaction. Given the reactants [N+]([C:4]1[CH:5]=[C:6]([CH:16]=[CH:17][CH:18]=1)[CH2:7][NH:8][C:9](=[O:15])[O:10][C:11]([CH3:14])([CH3:13])[CH3:12])([O-])=O.[H][H].[NH2:21]C1C=C(C=CC=1)CNC(=O)OC(C)(C)C, predict the reaction product. The product is: [C:11]([O:10][C:9](=[O:15])[N:8]([NH2:21])[CH2:7][C:6]1[CH:16]=[CH:17][CH:18]=[CH:4][CH:5]=1)([CH3:14])([CH3:13])[CH3:12].